From a dataset of Catalyst prediction with 721,799 reactions and 888 catalyst types from USPTO. Predict which catalyst facilitates the given reaction. (1) Reactant: [OH:1][C:2]([C:33]1[S:34][CH:35]=[CH:36][CH:37]=1)([C:28]1[S:29][CH:30]=[CH:31][CH:32]=1)[C:3]([O:5][C@H:6]1[CH2:11][CH2:10][C@H:9]([N:12]([CH2:14][CH2:15][CH2:16][N:17]2[C:25]3[C:20](=[CH:21][C:22]([CH:26]=O)=[CH:23][CH:24]=3)[CH:19]=[CH:18]2)[CH3:13])[CH2:8][CH2:7]1)=[O:4].C(O)(=O)C.[NH2:42][CH2:43][C@@H:44]([C:53]1[CH:62]=[CH:61][C:60]([OH:63])=[C:59]2[C:54]=1[CH:55]=[CH:56][C:57](=[O:64])[NH:58]2)[O:45][Si:46]([C:49]([CH3:52])([CH3:51])[CH3:50])([CH3:48])[CH3:47].C(O[BH-](OC(=O)C)OC(=O)C)(=O)C.[Na+].C(=O)([O-])O.[Na+]. Product: [OH:1][C:2]([C:33]1[S:34][CH:35]=[CH:36][CH:37]=1)([C:28]1[S:29][CH:30]=[CH:31][CH:32]=1)[C:3]([O:5][C@H:6]1[CH2:11][CH2:10][C@H:9]([N:12]([CH2:14][CH2:15][CH2:16][N:17]2[C:25]3[C:20](=[CH:21][C:22]([CH2:26][NH:42][CH2:43][C@H:44]([O:45][Si:46]([C:49]([CH3:52])([CH3:51])[CH3:50])([CH3:47])[CH3:48])[C:53]4[CH:62]=[CH:61][C:60]([OH:63])=[C:59]5[C:54]=4[CH:55]=[CH:56][C:57](=[O:64])[NH:58]5)=[CH:23][CH:24]=3)[CH:19]=[CH:18]2)[CH3:13])[CH2:8][CH2:7]1)=[O:4]. The catalyst class is: 92. (2) Reactant: C(OC([NH:8][CH2:9][C@H:10]1[CH2:15][CH2:14][C@H:13]([NH:16][C:17]([O:19][CH2:20][C:21]2[CH:26]=[CH:25][CH:24]=[CH:23][CH:22]=2)=[O:18])[CH2:12][CH2:11]1)=O)(C)(C)C.C(O)(C(F)(F)F)=O. Product: [NH2:8][CH2:9][C@H:10]1[CH2:15][CH2:14][C@H:13]([NH:16][C:17]([O:19][CH2:20][C:21]2[CH:22]=[CH:23][CH:24]=[CH:25][CH:26]=2)=[O:18])[CH2:12][CH2:11]1. The catalyst class is: 2. (3) The catalyst class is: 1. Product: [C:47]1([C:44]2[CH:45]=[CH:46][CH:41]=[CH:42][CH:43]=2)[CH:48]=[CH:49][CH:50]=[CH:51][C:52]=1[NH:53][C:54](=[O:55])[N:21]([CH2:20][C:16]1[CH:15]=[C:14]([CH:19]=[CH:18][CH:17]=1)[CH2:13][N:12]([CH2:26][C:27]1[CH:32]=[CH:31][C:30]([C:33]2[CH:34]=[CH:35][C:36]([F:39])=[CH:37][CH:38]=2)=[CH:29][CH:28]=1)[S:9]([C:4]1[CH:5]=[C:6]([Cl:8])[CH:7]=[C:2]([Cl:1])[C:3]=1[OH:40])(=[O:11])=[O:10])[CH2:22][CH:23]([CH3:25])[CH3:24]. Reactant: [Cl:1][C:2]1[C:3]([OH:40])=[C:4]([S:9]([N:12]([CH2:26][C:27]2[CH:32]=[CH:31][C:30]([C:33]3[CH:38]=[CH:37][C:36]([F:39])=[CH:35][CH:34]=3)=[CH:29][CH:28]=2)[CH2:13][C:14]2[CH:19]=[CH:18][CH:17]=[C:16]([CH2:20][NH:21][CH2:22][CH:23]([CH3:25])[CH3:24])[CH:15]=2)(=[O:11])=[O:10])[CH:5]=[C:6]([Cl:8])[CH:7]=1.[CH:41]1[CH:46]=[CH:45][C:44]([C:47]2[C:52]([N:53]=[C:54]=[O:55])=[CH:51][CH:50]=[CH:49][CH:48]=2)=[CH:43][CH:42]=1. (4) Reactant: [Cl:1][C:2]1[C:7]([F:8])=[C:6]([NH2:9])[CH:5]=[CH:4][N:3]=1.[H-].[Na+].[Cl:12][C:13]1[CH:21]=[C:20]([C:22]#[N:23])[CH:19]=[C:18]([Cl:24])[C:14]=1[C:15](Cl)=[O:16].Cl. Product: [Cl:12][C:13]1[CH:21]=[C:20]([C:22]#[N:23])[CH:19]=[C:18]([Cl:24])[C:14]=1[C:15]([NH:9][C:6]1[CH:5]=[CH:4][N:3]=[C:2]([Cl:1])[C:7]=1[F:8])=[O:16]. The catalyst class is: 735.